From a dataset of Merck oncology drug combination screen with 23,052 pairs across 39 cell lines. Regression. Given two drug SMILES strings and cell line genomic features, predict the synergy score measuring deviation from expected non-interaction effect. Synergy scores: synergy=14.2. Drug 2: C#Cc1cccc(Nc2ncnc3cc(OCCOC)c(OCCOC)cc23)c1. Drug 1: O=C(CCCCCCC(=O)Nc1ccccc1)NO. Cell line: SKOV3.